Dataset: Ames mutagenicity test results for genotoxicity prediction. Task: Regression/Classification. Given a drug SMILES string, predict its toxicity properties. Task type varies by dataset: regression for continuous values (e.g., LD50, hERG inhibition percentage) or binary classification for toxic/non-toxic outcomes (e.g., AMES mutagenicity, cardiotoxicity, hepatotoxicity). Dataset: ames. (1) The molecule is CC1CC2(OC2C)C(=O)OC2CCN(C)CC=C(COC(=O)C1(C)O)C2=O. The result is 1 (mutagenic). (2) The molecule is C1CCC2CC3(CCC2C1)CO3. The result is 0 (non-mutagenic).